Dataset: Reaction yield outcomes from USPTO patents with 853,638 reactions. Task: Predict the reaction yield, written as a fraction of the theoretical maximum amount of product (1.0 means a 100% yield; for example, 0.34 means a 34% yield). (1) The reactants are [Cl-].[Ce+3].[Cl-].[Cl-].[BH4-:5].[Na+].[CH3:7][O:8][C:9]1[C:14]([CH3:15])=[CH:13][C:12]([PH:16](=O)[C:17]2[CH:22]=[C:21]([CH3:23])[C:20]([O:24][CH3:25])=[C:19]([CH3:26])[CH:18]=2)=[CH:11][C:10]=1[CH3:28].[H-].[Al+3].[Li+].[H-].[H-].[H-].Cl. The catalyst is C1COCC1.C1(C)C=CC=CC=1. The product is [CH3:7][O:8][C:9]1[C:14]([CH3:15])=[CH:13][C:12]([PH:16][C:17]2[CH:22]=[C:21]([CH3:23])[C:20]([O:24][CH3:25])=[C:19]([CH3:26])[CH:18]=2)=[CH:11][C:10]=1[CH3:28].[BH3:5]. The yield is 0.696. (2) The reactants are [Br:1][C:2]1[CH:7]=[C:6]([N+:8]([O-:10])=[O:9])[CH:5]=[C:4]([CH3:11])[C:3]=1[OH:12].CCN(CC)CC.[O:20](S(C(F)(F)F)(=O)=O)[S:21]([C:24]([F:27])([F:26])[F:25])(=O)=[O:22].Cl. The catalyst is C(Cl)Cl. The product is [F:25][C:24]([F:27])([F:26])[S:21]([O:12][C:3]1[C:4]([CH3:11])=[CH:5][C:6]([N+:8]([O-:10])=[O:9])=[CH:7][C:2]=1[Br:1])(=[O:22])=[O:20]. The yield is 0.850. (3) The catalyst is C1COCC1. The reactants are [C:1]([N:4]1[C:8]2[CH:9]=[CH:10][CH:11]=[CH:12][C:7]=2[NH:6][C:5]1=[O:13])([CH3:3])=[CH2:2].C1(P(C2C=CC=CC=2)C2C=CC=CC=2)C=CC=CC=1.[CH3:33][N:34]1[C:42]2[C:37](=[CH:38][CH:39]=[CH:40][C:41]=2[CH2:43]O)[CH:36]=[C:35]1[CH3:45].N(C(OC(C)C)=O)=NC(OC(C)C)=O. The product is [CH3:33][N:34]1[C:42]2[C:37](=[CH:38][CH:39]=[CH:40][C:41]=2[CH2:43][N:6]2[C:7]3[CH:12]=[CH:11][CH:10]=[CH:9][C:8]=3[N:4]([C:1]([CH3:3])=[CH2:2])[C:5]2=[O:13])[CH:36]=[C:35]1[CH3:45]. The yield is 0.480.